Dataset: Forward reaction prediction with 1.9M reactions from USPTO patents (1976-2016). Task: Predict the product of the given reaction. (1) Given the reactants Br[C:2]1[CH:3]=[C:4]2[C:9](=[CH:10][CH:11]=1)[N:8]1[CH:12]=[N:13][N:14]=[C:7]1[CH2:6][CH2:5]2.[CH3:15][C:16]([C:24]1[CH:25]=[C:26](B(O)O)[CH:27]=[N:28][CH:29]=1)([CH3:23])[CH2:17][O:18][C:19]([F:22])([F:21])[F:20].[C:33](=O)([O-:35])[O-:34].[K+].[K+].C(O)(C)(C)C, predict the reaction product. The product is: [F:22][C:19]([F:20])([F:21])[C:33]([OH:35])=[O:34].[CH3:23][C:16]([C:24]1[CH:25]=[C:26]([C:2]2[CH:3]=[C:4]3[C:9](=[CH:10][CH:11]=2)[N:8]2[CH:12]=[N:13][N:14]=[C:7]2[CH2:6][CH2:5]3)[CH:27]=[N:28][CH:29]=1)([CH3:15])[CH2:17][O:18][C:19]([F:20])([F:21])[F:22]. (2) Given the reactants [CH3:1][C:2]1[CH:11]=[CH:10][C:9]([N:12]2[CH2:17][CH2:16][N:15]([CH3:18])[CH2:14][CH2:13]2)=[C:8]2[C:3]=1[CH2:4][CH2:5][C@@H:6]([NH:19][C:20](=[O:33])[C:21]1[CH:26]=[CH:25][C:24]([N:27]3[CH2:32][CH2:31][O:30][CH2:29][CH2:28]3)=[CH:23][CH:22]=1)[CH2:7]2.[O:34]=[C:35]([OH:46])[C@@H:36]([C@H:38]([C@@H:40]([C@@H:42]([CH2:44][OH:45])[OH:43])[OH:41])[OH:39])[OH:37], predict the reaction product. The product is: [O:34]=[C:35]([OH:46])[C@@H:36]([C@H:38]([C@@H:40]([C@@H:42]([CH2:44][OH:45])[OH:43])[OH:41])[OH:39])[OH:37].[CH2:1]([C:2]1[CH:11]=[CH:10][C:9]([N:12]2[CH2:17][CH2:16][N:15]([CH3:18])[CH2:14][CH2:13]2)=[C:8]2[C:3]=1[CH2:4][CH2:5][C@@H:6]([NH:19][C:20](=[O:33])[C:21]1[CH:26]=[CH:25][C:24]([N:27]3[CH2:32][CH2:31][O:30][CH2:29][CH2:28]3)=[CH:23][CH:22]=1)[CH2:7]2)[CH3:35]. (3) The product is: [C:19]([O:18][C:17](=[O:23])[NH:15][C:11]1[S:12][CH:13]=[CH:14][C@:9]([C:3]2[CH:4]=[CH:5][CH:6]=[C:7]([CH3:8])[C:2]=2[F:1])([CH3:16])[N:10]=1)([CH3:22])([CH3:21])[CH3:20]. Given the reactants [F:1][C:2]1[C:7]([CH3:8])=[CH:6][CH:5]=[CH:4][C:3]=1[C@:9]1([CH3:16])[CH:14]=[CH:13][S:12][C:11]([NH2:15])=[N:10]1.[C:17](=O)([O:23]C(C)(C)C)[O:18][C:19]([CH3:22])([CH3:21])[CH3:20].CO.O.[OH-].[Li+], predict the reaction product. (4) Given the reactants [F-].[CH2:2]([N+](CCCC)(CCCC)CCCC)[CH2:3]CC.[F:19][C:20]1[CH:21]=[C:22]2[C:26](=[CH:27][CH:28]=1)[N:25]([C:29]([C:31]1[CH:36]=[C:35]([N:37]3[CH2:42][CH2:41][CH:40]([N:43]4[CH2:49][CH2:48][C:47]5[CH:50]=[C:51]([O:54][CH3:55])[CH:52]=[CH:53][C:46]=5[NH:45][C:44]4=[O:56])[CH2:39][CH:38]3C#C)[C:34]([Si](C)(C)C)=[CH:33][N:32]=1)=[O:30])[CH2:24][CH2:23]2.Cl, predict the reaction product. The product is: [C:2]([C:34]1[C:35]([N:37]2[CH2:38][CH2:39][CH:40]([N:43]3[CH2:49][CH2:48][C:47]4[CH:50]=[C:51]([O:54][CH3:55])[CH:52]=[CH:53][C:46]=4[NH:45][C:44]3=[O:56])[CH2:41][CH2:42]2)=[CH:36][C:31]([C:29]([N:25]2[C:26]3[C:22](=[CH:21][C:20]([F:19])=[CH:28][CH:27]=3)[CH2:23][CH2:24]2)=[O:30])=[N:32][CH:33]=1)#[CH:3].